The task is: Regression. Given two drug SMILES strings and cell line genomic features, predict the synergy score measuring deviation from expected non-interaction effect.. This data is from NCI-60 drug combinations with 297,098 pairs across 59 cell lines. (1) Drug 1: C1CCC(CC1)NC(=O)N(CCCl)N=O. Drug 2: CC1=C2C(C(=O)C3(C(CC4C(C3C(C(C2(C)C)(CC1OC(=O)C(C(C5=CC=CC=C5)NC(=O)C6=CC=CC=C6)O)O)OC(=O)C7=CC=CC=C7)(CO4)OC(=O)C)O)C)OC(=O)C. Cell line: SK-MEL-2. Synergy scores: CSS=25.0, Synergy_ZIP=-3.02, Synergy_Bliss=0.282, Synergy_Loewe=-24.7, Synergy_HSA=0.884. (2) Drug 1: COC1=NC(=NC2=C1N=CN2C3C(C(C(O3)CO)O)O)N. Drug 2: CN(C(=O)NC(C=O)C(C(C(CO)O)O)O)N=O. Cell line: BT-549. Synergy scores: CSS=-15.1, Synergy_ZIP=6.69, Synergy_Bliss=2.47, Synergy_Loewe=-10.3, Synergy_HSA=-9.87. (3) Drug 1: C1CN1C2=NC(=NC(=N2)N3CC3)N4CC4. Drug 2: CC1=C(C(=O)C2=C(C1=O)N3CC4C(C3(C2COC(=O)N)OC)N4)N. Cell line: BT-549. Synergy scores: CSS=26.3, Synergy_ZIP=-4.84, Synergy_Bliss=-5.23, Synergy_Loewe=2.08, Synergy_HSA=3.37. (4) Drug 1: C1C(C(OC1N2C=NC3=C(N=C(N=C32)Cl)N)CO)O. Drug 2: C1CC(C1)(C(=O)O)C(=O)O.[NH2-].[NH2-].[Pt+2]. Cell line: SK-MEL-5. Synergy scores: CSS=30.9, Synergy_ZIP=-4.72, Synergy_Bliss=1.41, Synergy_Loewe=2.00, Synergy_HSA=4.87. (5) Drug 1: C1=CC(=CC=C1CCC2=CNC3=C2C(=O)NC(=N3)N)C(=O)NC(CCC(=O)O)C(=O)O. Drug 2: C(=O)(N)NO. Cell line: SF-539. Synergy scores: CSS=38.3, Synergy_ZIP=-1.77, Synergy_Bliss=-4.63, Synergy_Loewe=-15.3, Synergy_HSA=-3.79. (6) Drug 1: CNC(=O)C1=CC=CC=C1SC2=CC3=C(C=C2)C(=NN3)C=CC4=CC=CC=N4. Drug 2: C1=NC2=C(N=C(N=C2N1C3C(C(C(O3)CO)O)F)Cl)N. Cell line: HCC-2998. Synergy scores: CSS=24.7, Synergy_ZIP=-4.12, Synergy_Bliss=-9.06, Synergy_Loewe=-15.5, Synergy_HSA=-7.99.